This data is from Forward reaction prediction with 1.9M reactions from USPTO patents (1976-2016). The task is: Predict the product of the given reaction. (1) Given the reactants [NH2:1][C:2]1[C:3]([C:12]([NH:14][C@@H:15]([CH:20]2[CH2:25][CH2:24][CH2:23][CH2:22][CH2:21]2)[C:16]([O:18][CH3:19])=[O:17])=[O:13])=[CH:4][C:5]2[C:10]([CH:11]=1)=[CH:9][CH:8]=[CH:7][CH:6]=2.C(N(CC)CC)C.[N:33]([C:36]1[C:37]([C:42]2[CH:47]=[CH:46][CH:45]=[CH:44][CH:43]=2)=[N:38][O:39][C:40]=1[CH3:41])=[C:34]=[O:35], predict the reaction product. The product is: [CH:20]1([C@H:15]([NH:14][C:12]([C:3]2[C:2]([NH:1][C:34]([NH:33][C:36]3[C:37]([C:42]4[CH:47]=[CH:46][CH:45]=[CH:44][CH:43]=4)=[N:38][O:39][C:40]=3[CH3:41])=[O:35])=[CH:11][C:10]3[C:5](=[CH:6][CH:7]=[CH:8][CH:9]=3)[CH:4]=2)=[O:13])[C:16]([O:18][CH3:19])=[O:17])[CH2:25][CH2:24][CH2:23][CH2:22][CH2:21]1. (2) Given the reactants C(OC([NH:8][CH2:9][C:10]([NH:12][CH2:13][CH2:14][C:15]([O:17][C:18]1[CH:19]=[CH:20][C:21]2[C:27]3[C:28]([O:36][CH3:37])=[C:29]([O:34][CH3:35])[C:30]([O:32][CH3:33])=[CH:31][C:26]=3[CH2:25][CH2:24][C@H:23]([NH:38][C:39](=[O:41])[CH3:40])[C:22]=2[CH:42]=1)=[O:16])=[O:11])=O)(C)(C)C.Cl, predict the reaction product. The product is: [NH2:8][CH2:9][C:10]([NH:12][CH2:13][CH2:14][C:15]([O:17][C:18]1[CH:19]=[CH:20][C:21]2[C:27]3[C:28]([O:36][CH3:37])=[C:29]([O:34][CH3:35])[C:30]([O:32][CH3:33])=[CH:31][C:26]=3[CH2:25][CH2:24][C@H:23]([NH:38][C:39](=[O:41])[CH3:40])[C:22]=2[CH:42]=1)=[O:16])=[O:11]. (3) Given the reactants [CH2:1]([NH:8][CH2:9][CH2:10][NH:11][CH2:12][C:13]1[CH:18]=[CH:17][CH:16]=[CH:15][CH:14]=1)[C:2]1[CH:7]=[CH:6][CH:5]=[CH:4][CH:3]=1.C(N(CC)CC)C.Br[CH2:27][CH:28]([OH:31])[CH2:29]Br, predict the reaction product. The product is: [CH2:1]([N:8]1[CH2:29][CH:28]([OH:31])[CH2:27][N:11]([CH2:12][C:13]2[CH:18]=[CH:17][CH:16]=[CH:15][CH:14]=2)[CH2:10][CH2:9]1)[C:2]1[CH:3]=[CH:4][CH:5]=[CH:6][CH:7]=1. (4) The product is: [F:36][C:2]([F:1])([F:35])[C:3]1[CH:4]=[C:5]([CH:28]=[C:29]([C:31]([F:32])([F:33])[F:34])[CH:30]=1)[CH2:6][N:7]([C@@H:14]1[C:20]2=[CH:21][C:22]3[CH2:23][O:24][CH2:25][C:26]=3[CH:27]=[C:19]2[N:18]([CH2:42][CH:37]2[CH2:41][CH2:40][CH2:39][CH2:38]2)[CH2:17][CH2:16][CH2:15]1)[C:8]1[N:9]=[N:10][N:11]([CH3:13])[N:12]=1. Given the reactants [F:1][C:2]([F:36])([F:35])[C:3]1[CH:4]=[C:5]([CH:28]=[C:29]([C:31]([F:34])([F:33])[F:32])[CH:30]=1)[CH2:6][N:7]([C@@H:14]1[C:20]2=[CH:21][C:22]3[CH2:23][O:24][CH2:25][C:26]=3[CH:27]=[C:19]2[NH:18][CH2:17][CH2:16][CH2:15]1)[C:8]1[N:9]=[N:10][N:11]([CH3:13])[N:12]=1.[CH:37]1([CH:42]=O)[CH2:41][CH2:40][CH2:39][CH2:38]1.C(O)(=O)C.C(O[BH-](OC(=O)C)OC(=O)C)(=O)C.[Na+], predict the reaction product. (5) Given the reactants [CH3:1][O:2][C:3]1[CH:4]=[C:5]2[C:10](=[CH:11][CH:12]=1)[N:9]=[CH:8][CH:7]=[CH:6]2.[Br:13]Br.S(=O)(O)[O-].[Na+], predict the reaction product. The product is: [Br:13][C:4]1[C:3]([O:2][CH3:1])=[CH:12][CH:11]=[C:10]2[C:5]=1[CH:6]=[CH:7][CH:8]=[N:9]2. (6) Given the reactants [CH3:1][C:2]1[CH:7]=[C:6]([CH3:8])[CH:5]=[C:4]([NH2:9])[C:3]=1[NH2:10].[S:11](=NC1C=CC=CC=1)=O.Cl, predict the reaction product. The product is: [CH3:1][C:2]1[C:3]2=[N:10][S:11][N:9]=[C:4]2[CH:5]=[C:6]([CH3:8])[CH:7]=1. (7) Given the reactants [CH2:1]([N:3]1[C:7]2[CH:8]=[CH:9][C:10]([C:12]3[C:13]([C:20]4[CH:21]=[C:22]([CH3:26])[CH:23]=[CH:24][CH:25]=4)=[N:14][N:15]([CH2:17][CH:18]=[O:19])[CH:16]=3)=[CH:11][C:6]=2[N:5]([CH2:27][CH3:28])[C:4]1=[O:29])[CH3:2].C(I)C=C.[CH2:34]([NH:36][CH2:37]C)[CH3:35], predict the reaction product. The product is: [CH2:1]([N:3]1[C:7]2[CH:8]=[CH:9][C:10]([C:12]3[C:13]([C:20]4[CH:21]=[C:22]([CH3:26])[CH:23]=[CH:24][CH:25]=4)=[N:14][N:15]([CH2:17][CH:18]([OH:19])[CH2:37][NH:36][CH2:34][CH3:35])[CH:16]=3)=[CH:11][C:6]=2[N:5]([CH2:27][CH3:28])[C:4]1=[O:29])[CH3:2].